This data is from Catalyst prediction with 721,799 reactions and 888 catalyst types from USPTO. The task is: Predict which catalyst facilitates the given reaction. (1) Reactant: Cl.[C:2]([C:6]1[CH:10]=[C:9]([NH2:11])[N:8]([CH2:12][CH:13]2[CH2:15][CH2:14]2)[N:7]=1)([CH3:5])([CH3:4])[CH3:3].N1C=CC=CC=1.[F:22][C:23]([F:34])([F:33])[C:24](O[C:24](=[O:25])[C:23]([F:34])([F:33])[F:22])=[O:25].O. Product: [C:2]([C:6]1[CH:10]=[C:9]([NH:11][C:24](=[O:25])[C:23]([F:34])([F:33])[F:22])[N:8]([CH2:12][CH:13]2[CH2:14][CH2:15]2)[N:7]=1)([CH3:5])([CH3:3])[CH3:4]. The catalyst class is: 576. (2) Reactant: [CH:1]1([CH2:6][CH:7]([N:11]2[C:19]3[C:14](=[CH:15][CH:16]=[CH:17][CH:18]=3)[C:13](=[O:20])[C:12]2=[O:21])[C:8](O)=[O:9])[CH2:5][CH2:4][CH2:3][CH2:2]1.[CH3:22][N:23]1[CH:27]=[CH:26][C:25]([NH2:28])=[N:24]1.C(N(CC)C(C)C)(C)C.F[P-](F)(F)(F)(F)F.N1(O[P+](N(C)C)(N(C)C)N(C)C)C2C=CC=CC=2N=N1. Product: [CH:1]1([CH2:6][CH:7]([N:11]2[C:19]3[C:14](=[CH:15][CH:16]=[CH:17][CH:18]=3)[C:13](=[O:20])[C:12]2=[O:21])[C:8]([NH:28][C:25]2[CH:26]=[CH:27][N:23]([CH3:22])[N:24]=2)=[O:9])[CH2:2][CH2:3][CH2:4][CH2:5]1. The catalyst class is: 42. (3) Reactant: BrC1C=C([C:9]2[O:10][C:11]([C:14]3[CH:19]=[CH:18][C:17]([O:20][CH2:21][CH2:22][CH2:23][CH2:24][CH2:25][CH2:26][CH2:27][CH3:28])=[CH:16][CH:15]=3)=[N:12][N:13]=2)C=C(Br)C=1.B1(B2OC(C)(C)C(C)(C)O2)OC(C)(C)C(C)(C)O1.C([O-])(=O)C.[K+]. Product: [CH2:21]([O:20][C:17]1[CH:16]=[CH:15][C:14]([C:11]2[O:10][CH:9]=[N:13][N:12]=2)=[CH:19][CH:18]=1)[CH2:22][CH2:23][CH2:24][CH2:25][CH2:26][CH2:27][CH3:28]. The catalyst class is: 418. (4) Reactant: Cl[CH2:2][C:3]([NH:5][C:6]1[S:7][C:8]2[C:13]([N:14]=1)=[CH:12][CH:11]=[C:10]([O:15][C:16]1[CH:17]=[C:18]([NH:23][C:24](=[O:36])[C:25]3[CH:30]=[CH:29][CH:28]=[C:27]([C:31]([C:34]#[N:35])([CH3:33])[CH3:32])[CH:26]=3)[CH:19]=[CH:20][C:21]=1[CH3:22])[N:9]=2)=[O:4].[NH:37]1[CH2:42][CH2:41][O:40][CH2:39][CH2:38]1.C(N(CC)CC)C. Product: [C:34]([C:31]([C:27]1[CH:26]=[C:25]([CH:30]=[CH:29][CH:28]=1)[C:24]([NH:23][C:18]1[CH:19]=[CH:20][C:21]([CH3:22])=[C:16]([O:15][C:10]2[N:9]=[C:8]3[S:7][C:6]([NH:5][C:3](=[O:4])[CH2:2][N:37]4[CH2:42][CH2:41][O:40][CH2:39][CH2:38]4)=[N:14][C:13]3=[CH:12][CH:11]=2)[CH:17]=1)=[O:36])([CH3:32])[CH3:33])#[N:35]. The catalyst class is: 7. (5) Product: [CH3:7][N:4]1[CH:5]=[CH:6][C:2]([C:16]([OH:18])([C:15]#[C:14][Si:13]([CH3:20])([CH3:19])[CH3:12])[CH3:17])=[N:3]1. The catalyst class is: 168. Reactant: I[C:2]1[CH:6]=[CH:5][N:4]([CH3:7])[N:3]=1.C([Mg]Br)C.[CH3:12][Si:13]([CH3:20])([CH3:19])[C:14]#[C:15][C:16](=[O:18])[CH3:17].[Cl-].[NH4+]. (6) Reactant: [C:1]([C:3]1[CH:25]=[CH:24][C:6]([CH2:7][NH:8][C:9](=[O:23])[CH:10]([O:20][CH2:21][CH3:22])[C:11]2[CH:16]=[CH:15][C:14]([O:17][CH3:18])=[CH:13][C:12]=2[F:19])=[C:5]([OH:26])[CH:4]=1)#[N:2].Cl[C:28]1[CH:33]=[CH:32][C:31]([N+:34]([O-:36])=[O:35])=[CH:30][N:29]=1.C(=O)([O-])[O-].[Cs+].[Cs+]. Product: [C:1]([C:3]1[CH:25]=[CH:24][C:6]([CH2:7][NH:8][C:9](=[O:23])[CH:10]([O:20][CH2:21][CH3:22])[C:11]2[CH:16]=[CH:15][C:14]([O:17][CH3:18])=[CH:13][C:12]=2[F:19])=[C:5]([O:26][C:28]2[CH:33]=[CH:32][C:31]([N+:34]([O-:36])=[O:35])=[CH:30][N:29]=2)[CH:4]=1)#[N:2]. The catalyst class is: 16. (7) Reactant: Cl[C:2]1[N:7]=[C:6]([N:8]2[CH2:14][CH:13]([OH:15])[C:10]3([CH2:12][CH2:11]3)[CH2:9]2)[C:5]([F:16])=[C:4]([NH:17][NH2:18])[N:3]=1.[CH:19]1([CH2:24][C@H:25]([CH2:29][N:30]([CH:38]=[O:39])[O:31][CH:32]2[CH2:37][CH2:36][CH2:35][CH2:34][O:33]2)[C:26](O)=[O:27])[CH2:23][CH2:22][CH2:21][CH2:20]1.[CH:40]1C=NC2N(O)N=NC=2C=1.CN1CCOCC1.C(Cl)CCl. Product: [CH:19]1([CH2:24][C@@H:25]([C:26]([NH:18][NH:17][C:4]2[C:5]([F:16])=[C:6]([N:8]3[CH2:14][C@@H:13]([OH:15])[C:10]4([CH2:12][CH2:11]4)[CH2:9]3)[N:7]=[C:2]([CH3:40])[N:3]=2)=[O:27])[CH2:29][N:30]([O:31][CH:32]2[CH2:37][CH2:36][CH2:35][CH2:34][O:33]2)[CH:38]=[O:39])[CH2:23][CH2:22][CH2:21][CH2:20]1. The catalyst class is: 3.